This data is from Reaction yield outcomes from USPTO patents with 853,638 reactions. The task is: Predict the reaction yield, written as a fraction of the theoretical maximum amount of product (1.0 means a 100% yield; for example, 0.34 means a 34% yield). (1) The reactants are [C:1](Cl)(=[O:6])[C:2]([CH3:5])([CH3:4])[CH3:3].[C:8]([C:12]1[CH:38]=[CH:37][C:15]([CH2:16][O:17][C:18]2[CH:19]=[C:20]([CH:34]=[CH:35][CH:36]=2)[C:21]([NH:23][C:24]2[CH:29]=[CH:28][CH:27]=[CH:26][C:25]=2[S:30](=[O:33])(=[O:32])[NH2:31])=[O:22])=[CH:14][CH:13]=1)([CH3:11])([CH3:10])[CH3:9]. The catalyst is CN(C)C1C=CN=CC=1.O1CCCC1. The product is [C:8]([C:12]1[CH:38]=[CH:37][C:15]([CH2:16][O:17][C:18]2[CH:19]=[C:20]([CH:34]=[CH:35][CH:36]=2)[C:21]([NH:23][C:24]2[CH:29]=[CH:28][CH:27]=[CH:26][C:25]=2[S:30]([NH:31][C:1](=[O:6])[C:2]([CH3:5])([CH3:4])[CH3:3])(=[O:32])=[O:33])=[O:22])=[CH:14][CH:13]=1)([CH3:11])([CH3:9])[CH3:10]. The yield is 0.800. (2) The reactants are C(OC(=O)[NH:7][CH:8]([CH:37]1[CH2:42][CH2:41][CH2:40][CH2:39][CH2:38]1)[C:9]([N:11]1[CH2:15][CH2:14][CH2:13][CH:12]1[CH2:16][C:17]1[C:25]2[C:20](=[CH:21][C:22]([F:26])=[CH:23][CH:24]=2)[N:19]([CH2:27][CH2:28][O:29][CH2:30][CH2:31][O:32][CH2:33][CH2:34][O:35][CH3:36])[CH:18]=1)=[O:10])(C)(C)C.C(O)(C(F)(F)F)=O. The catalyst is C(Cl)Cl. The product is [NH2:7][CH:8]([CH:37]1[CH2:42][CH2:41][CH2:40][CH2:39][CH2:38]1)[C:9]([N:11]1[CH2:15][CH2:14][CH2:13][CH:12]1[CH2:16][C:17]1[C:25]2[C:20](=[CH:21][C:22]([F:26])=[CH:23][CH:24]=2)[N:19]([CH2:27][CH2:28][O:29][CH2:30][CH2:31][O:32][CH2:33][CH2:34][O:35][CH3:36])[CH:18]=1)=[O:10]. The yield is 1.00. (3) The reactants are C([Li])CCC.[CH3:6]CCCCC.[O:12]1[CH:16]=[CH:15][C:14]([CH2:17][OH:18])=[CH:13]1.[C:19](=[O:21])=[O:20]. The catalyst is O1CCCC1. The product is [OH:18][CH2:17][C:14]1[CH:15]=[CH:16][O:12][C:13]=1[C:19]([O:21][CH3:6])=[O:20]. The yield is 0.810. (4) The reactants are [O:1]=[C:2]1[C@H:8]([CH2:9][C:10]([O:12]C)=[O:11])[CH2:7][C:6]2[CH:14]=[CH:15][C:16]([O:18][CH2:19][CH2:20][CH2:21][NH:22][C:23]3[CH:28]=[CH:27][CH:26]=[CH:25][N:24]=3)=[CH:17][C:5]=2[CH2:4][N:3]1[CH2:29][C:30]([F:33])([F:32])[F:31].[OH-].[Na+].Cl. The catalyst is O1CCOCC1. The product is [O:1]=[C:2]1[C@H:8]([CH2:9][C:10]([OH:12])=[O:11])[CH2:7][C:6]2[CH:14]=[CH:15][C:16]([O:18][CH2:19][CH2:20][CH2:21][NH:22][C:23]3[CH:28]=[CH:27][CH:26]=[CH:25][N:24]=3)=[CH:17][C:5]=2[CH2:4][N:3]1[CH2:29][C:30]([F:33])([F:31])[F:32]. The yield is 0.860. (5) The reactants are [C@@H]1(NC2C3C=CN([C@H]4C[C@H:23]([OH:25])[C@H:22](CO)C4)C=3N=CN=2)C2C(=CC=CC=2)CC1.N1C=CN=C1.[Si](Cl)(C(C)(C)C)(C)C.[Si:41]([O:48][CH2:49][C@@H:50]1[CH2:54][C@@H:53]([N:55]2[C:59]3[N:60]=[CH:61][N:62]=[C:63]([NH:64][C@@H:65]4[C:73]5[C:68](=[CH:69][CH:70]=[CH:71][CH:72]=5)[CH2:67][CH2:66]4)[C:58]=3[CH:57]=[CH:56]2)[CH2:52][C@@H:51]1[OH:74])([C:44]([CH3:47])([CH3:46])[CH3:45])([CH3:43])[CH3:42].C(OC(=O)C)(=O)C. The catalyst is CN(C)C1C=CN=CC=1.CN(C=O)C.N1C=CC=CC=1. The product is [C:23]([O:74][C@H:51]1[CH2:52][C@H:53]([N:55]2[C:59]3[N:60]=[CH:61][N:62]=[C:63]([NH:64][C@@H:65]4[C:73]5[C:68](=[CH:69][CH:70]=[CH:71][CH:72]=5)[CH2:67][CH2:66]4)[C:58]=3[CH:57]=[CH:56]2)[CH2:54][C@H:50]1[CH2:49][O:48][Si:41]([C:44]([CH3:47])([CH3:45])[CH3:46])([CH3:42])[CH3:43])(=[O:25])[CH3:22]. The yield is 0.860.